This data is from Forward reaction prediction with 1.9M reactions from USPTO patents (1976-2016). The task is: Predict the product of the given reaction. (1) Given the reactants C(O)(=O)C.[CH3:5][CH2:6][CH2:7][C:8]1[N:12]([CH2:13][C:14]2[CH:19]=[CH:18][C:17]([C:20]3[C:25]([C:26]4[N:30](C(C5C=CC=CC=5)(C5C=CC=CC=5)C5C=CC=CC=5)[N:29]=[N:28][N:27]=4)=[CH:24][CH:23]=[CH:22][CH:21]=3)=[CH:16][CH:15]=2)[C:11]([C:50]([O:52][CH2:53][C:54]2[O:59][C:57](=[O:58])[O:56][C:55]=2[CH3:60])=[O:51])=[C:10]([C:61]([OH:64])([CH3:63])[CH3:62])[N:9]=1, predict the reaction product. The product is: [CH3:5][CH2:6][CH2:7][C:8]1[N:12]([CH2:13][C:14]2[CH:15]=[CH:16][C:17]([C:20]3[CH:21]=[CH:22][CH:23]=[CH:24][C:25]=3[C:26]3[NH:30][N:29]=[N:28][N:27]=3)=[CH:18][CH:19]=2)[C:11]([C:50]([O:52][CH2:53][C:54]2[O:59][C:57](=[O:58])[O:56][C:55]=2[CH3:60])=[O:51])=[C:10]([C:61]([OH:64])([CH3:63])[CH3:62])[N:9]=1. (2) The product is: [Cl:27][C:23]1[CH:22]=[C:21]([C:18]2[N:16]3[N:17]=[C:12]([NH:1][C@H:2]4[CH2:6][CH2:5][C@H:4]([C:7]([OH:10])([CH3:9])[CH3:8])[CH2:3]4)[CH:13]=[CH:14][C:15]3=[N:20][CH:19]=2)[CH:26]=[CH:25][CH:24]=1. Given the reactants [NH2:1][C@H:2]1[CH2:6][CH2:5][C@H:4]([C:7]([OH:10])([CH3:9])[CH3:8])[CH2:3]1.Cl[C:12]1[CH:13]=[CH:14][C:15]2[N:16]([C:18]([C:21]3[CH:26]=[CH:25][CH:24]=[C:23]([Cl:27])[CH:22]=3)=[CH:19][N:20]=2)[N:17]=1.[F-].[K+].O, predict the reaction product. (3) Given the reactants [OH:1][C@@H:2]1[CH2:7][CH2:6][C@H:5]([NH:8][C:9]2[N:14]=[C:13]([C:15](OCC)=[O:16])[C:12]([N+:20]([O-])=O)=[C:11]([NH:23][C:24]3[CH:29]=[CH:28][CH:27]=[CH:26][C:25]=3[O:30][CH3:31])[N:10]=2)[CH2:4][CH2:3]1.ClC1N=C([C:39](OCC)=[O:40])C([N+]([O-])=O)=C(NC2C=CC=CC=2OC)N=1.[NH2:56][C@@H]1CC[C@H](O)CC1.C(N(C(C)C)CC)(C)C, predict the reaction product. The product is: [OH:1][C@@H:2]1[CH2:7][CH2:6][C@H:5]([NH:8][C:9]2[N:10]=[C:11]3[C:12]([NH:20][C:39](=[O:40])[N:23]3[C:24]3[CH:29]=[CH:28][CH:27]=[CH:26][C:25]=3[O:30][CH3:31])=[C:13]([C:15]([NH2:56])=[O:16])[N:14]=2)[CH2:4][CH2:3]1. (4) Given the reactants Cl.[Cl:2][C:3]1[CH:8]=[CH:7][C:6]([N:9]2[CH:13]=[C:12]([C@@H:14]([NH:16]C(=O)OC(C)(C)C)[CH3:15])[N:11]=[N:10]2)=[CH:5][CH:4]=1, predict the reaction product. The product is: [Cl:2][C:3]1[CH:4]=[CH:5][C:6]([N:9]2[CH:13]=[C:12]([C@@H:14]([NH2:16])[CH3:15])[N:11]=[N:10]2)=[CH:7][CH:8]=1. (5) Given the reactants [O:1]1[CH2:6][CH2:5][CH:4]([C:7]([OH:9])=[O:8])[CH2:3][CH2:2]1.[C:10]1(O)[CH:15]=[CH:14][CH:13]=[CH:12][CH:11]=1.F[P-](F)(F)(F)(F)F.S1(O[P+](N2CCCC2)(N2CCCC2)N2CCCC2)C2C=CC=CC=2N=C1.C(N(CC)CC)C, predict the reaction product. The product is: [O:1]1[CH2:6][CH2:5][CH:4]([C:7]([O:9][C:10]2[CH:15]=[CH:14][CH:13]=[CH:12][CH:11]=2)=[O:8])[CH2:3][CH2:2]1.